This data is from Forward reaction prediction with 1.9M reactions from USPTO patents (1976-2016). The task is: Predict the product of the given reaction. (1) Given the reactants [OH-].[K+].[C:3](=[S:5])=S.[Cl:6][C:7]1[CH:8]=[C:9]([NH2:15])[C:10]([NH2:14])=[CH:11][C:12]=1[I:13], predict the reaction product. The product is: [Cl:6][C:7]1[C:12]([I:13])=[CH:11][C:10]2[NH:14][C:3](=[S:5])[NH:15][C:9]=2[CH:8]=1. (2) The product is: [OH:8][CH2:9][CH2:10][N:11]([C:20]([C:22]1[CH:23]=[N:24][N:25]([C:27]2[CH:28]=[CH:29][C:30]([O:33][CH2:34][CH2:35][CH2:36][N:37]3[CH2:41][CH2:40][CH2:39][C@H:38]3[CH3:42])=[CH:31][CH:32]=2)[CH:26]=1)=[O:21])[CH2:12][C:13]([O:15][C:16]([CH3:19])([CH3:17])[CH3:18])=[O:14]. Given the reactants [Si]([O:8][CH2:9][CH2:10][N:11]([C:20]([C:22]1[CH:23]=[N:24][N:25]([C:27]2[CH:32]=[CH:31][C:30]([O:33][CH2:34][CH2:35][CH2:36][N:37]3[CH2:41][CH2:40][CH2:39][C@H:38]3[CH3:42])=[CH:29][CH:28]=2)[CH:26]=1)=[O:21])[CH2:12][C:13]([O:15][C:16]([CH3:19])([CH3:18])[CH3:17])=[O:14])(C(C)(C)C)(C)C.[F-].C([N+](CCCC)(CCCC)CCCC)CCC, predict the reaction product. (3) Given the reactants [Cl:1][C:2]1[CH:3]=[CH:4][C:5]([CH:24]=O)=[C:6]([CH:23]=1)/[CH:7]=[CH:8]\[C:9]1[CH:14]=[CH:13][CH:12]=[CH:11][C:10]=1[NH:15]C(=O)OC(C)(C)C.CCOC(C)=O.[BH4-].[Na+], predict the reaction product. The product is: [Cl:1][C:2]1[CH:3]=[CH:4][C:5]2[CH2:24][NH:15][C:10]3[CH:11]=[CH:12][CH:13]=[CH:14][C:9]=3[CH:8]=[CH:7][C:6]=2[CH:23]=1. (4) The product is: [F:62][C:63]1[CH:64]=[CH:65][C:66]([C:69]2[CH:74]=[CH:73][CH:72]=[C:71]([CH2:75][N:23]([C:55](=[O:59])[C:56]([OH:58])=[O:57])[CH2:24][C:25]3[CH:26]=[CH:27][C:28]([C:31]4[CH:32]=[CH:33][C:34]([C:37]([NH:39][CH2:40][CH2:41][C:42]5[CH:47]=[CH:46][C:45]([O:48][C:49]6[CH:50]=[CH:51][CH:52]=[CH:53][CH:54]=6)=[CH:44][CH:43]=5)=[O:38])=[CH:35][CH:36]=4)=[CH:29][CH:30]=3)[CH:70]=2)=[CH:67][CH:68]=1. Given the reactants O(C1C=CC(CCN)=CC=1)C1C=CC=CC=1.IC1C=CC(C[N:23]([C:55](=[O:59])[C:56]([OH:58])=[O:57])[CH2:24][C:25]2[CH:30]=[CH:29][C:28]([C:31]3[CH:36]=[CH:35][C:34]([C:37]([NH:39][CH2:40][CH2:41][C:42]4[CH:47]=[CH:46][C:45]([O:48][C:49]5[CH:54]=[CH:53][CH:52]=[CH:51][CH:50]=5)=[CH:44][CH:43]=4)=[O:38])=[CH:33][CH:32]=3)=[CH:27][CH:26]=2)=CC=1.[F:62][C:63]1[CH:68]=[CH:67][C:66]([C:69]2[CH:74]=[CH:73][CH:72]=[C:71]([CH:75]=O)[CH:70]=2)=[CH:65][CH:64]=1, predict the reaction product.